This data is from Full USPTO retrosynthesis dataset with 1.9M reactions from patents (1976-2016). The task is: Predict the reactants needed to synthesize the given product. (1) Given the product [CH2:1]([O:3][C:4](=[O:28])[CH2:5][O:6][C:7]1[CH:12]=[CH:11][C:10]([S:13][CH2:14][C:15]2[CH:16]=[C:17]([C:31]#[C:30][CH2:29][N:32]3[CH2:37][CH2:36][O:35][CH2:34][CH2:33]3)[CH:18]=[C:19]([O:21][CH2:22][CH:23]([CH3:25])[CH3:24])[CH:20]=2)=[CH:9][C:8]=1[CH3:27])[CH3:2], predict the reactants needed to synthesize it. The reactants are: [CH2:1]([O:3][C:4](=[O:28])[CH2:5][O:6][C:7]1[CH:12]=[CH:11][C:10]([S:13][CH2:14][C:15]2[CH:20]=[C:19]([O:21][CH2:22][CH:23]([CH3:25])[CH3:24])[CH:18]=[C:17](Br)[CH:16]=2)=[CH:9][C:8]=1[CH3:27])[CH3:2].[CH2:29]([N:32]1[CH2:37][CH2:36][O:35][CH2:34][CH2:33]1)[C:30]#[CH:31].C(OC(=O)COC1C=CC(SC2C=C(C#CC3C=CC(CO)=CC=3)C=C(OCCC3C=CC(Cl)=CC=3)C=2)=CC=1C)C. (2) Given the product [C:1]([OH:5])(=[O:4])[CH:2]=[CH2:3].[NH2:9][C:1]([O:5][CH2:6][CH3:7])=[O:4], predict the reactants needed to synthesize it. The reactants are: [C:1]([O:5][CH2:6][CH2:7]O)(=[O:4])[CH:2]=[CH2:3].[N-:9]=C=O. (3) Given the product [CH3:16][O:6][C:5](=[O:7])[C:4]1[CH:8]=[CH:9][CH:10]=[C:2]([NH2:1])[C:3]=1[F:11], predict the reactants needed to synthesize it. The reactants are: [NH2:1][C:2]1[C:3]([F:11])=[C:4]([CH:8]=[CH:9][CH:10]=1)[C:5]([OH:7])=[O:6].S(Cl)(Cl)=O.[CH3:16]O. (4) Given the product [C:4]([C:3]1[CH:6]=[CH:7][CH:8]=[C:9]([F:10])[C:2]=1[NH:1][C:26](=[O:27])[CH2:25][C:24](=[O:28])[CH3:23])#[N:5], predict the reactants needed to synthesize it. The reactants are: [NH2:1][C:2]1[C:9]([F:10])=[CH:8][CH:7]=[CH:6][C:3]=1[C:4]#[N:5].C([O-])(=O)C.[Na+].C1(C)C=CC=CC=1.[CH2:23]=[C:24]1[O:28][C:26](=[O:27])[CH2:25]1. (5) Given the product [CH3:15][O:16][C:17](=[O:43])[C:18]1[CH:23]=[CH:22][C:21]([S:24]([N:27]2[C:35]3[C:30](=[CH:31][CH:32]=[CH:33][CH:34]=3)[C:29]([CH:36]3[CH2:37][CH2:38][CH2:39][CH2:40][CH2:41]3)=[CH:28]2)(=[O:25])=[O:26])=[CH:20][CH:19]=1, predict the reactants needed to synthesize it. The reactants are: C([SiH](CC)CC)C.FC(F)(F)C(O)=O.[CH3:15][O:16][C:17](=[O:43])[C:18]1[CH:23]=[CH:22][C:21]([S:24]([N:27]2[C:35]3[C:30](=[CH:31][CH:32]=[CH:33][CH:34]=3)[C:29]([C:36]3(O)[CH2:41][CH2:40][CH2:39][CH2:38][CH2:37]3)=[CH:28]2)(=[O:26])=[O:25])=[CH:20][CH:19]=1.C(=O)(O)[O-].[Na+].